From a dataset of Forward reaction prediction with 1.9M reactions from USPTO patents (1976-2016). Predict the product of the given reaction. (1) Given the reactants [C:1]([C@H:4]1[CH2:7][C@@H:6]([NH:8][C:9](=[O:18])[O:10][CH2:11][C:12]2[CH:17]=[CH:16][CH:15]=[CH:14][CH:13]=2)[C:5]1([CH3:20])[CH3:19])(=[O:3])[NH2:2].CO[CH:23](OC)[N:24]([CH3:26])[CH3:25], predict the reaction product. The product is: [CH3:23][N:24](/[CH:26]=[N:2]/[C:1]([C@H:4]1[CH2:7][C@@H:6]([NH:8][C:9](=[O:18])[O:10][CH2:11][C:12]2[CH:13]=[CH:14][CH:15]=[CH:16][CH:17]=2)[C:5]1([CH3:20])[CH3:19])=[O:3])[CH3:25]. (2) Given the reactants [N+:1]([C:4]1[CH:5]=[CH:6][C:7]2[C:11]3[CH:12]=[CH:13][CH:14]=[CH:15][C:10]=3[S:9][C:8]=2[CH:16]=1)([O-:3])=[O:2].Cl[S:18]([OH:21])(=[O:20])=[O:19], predict the reaction product. The product is: [N+:1]([C:4]1[CH:5]=[CH:6][C:7]2[C:11]3[CH:12]=[C:13]([S:18]([OH:21])(=[O:20])=[O:19])[CH:14]=[CH:15][C:10]=3[S:9][C:8]=2[CH:16]=1)([O-:3])=[O:2]. (3) Given the reactants Cl[C:2]1[C:3]([F:22])=[CH:4][N:5]2[C:10]([C:11]=1[CH3:12])=[C:9]([CH:13]1[CH2:15][CH2:14]1)[CH:8]=[C:7]([C:16]([O:18][CH2:19][CH3:20])=[O:17])[C:6]2=[O:21].CC1(C)C(C)(C)OB([C:31]2[CH:37]=[CH:36][C:34]([NH2:35])=[CH:33][CH:32]=2)O1, predict the reaction product. The product is: [NH2:35][C:34]1[CH:36]=[CH:37][C:31]([C:2]2[C:3]([F:22])=[CH:4][N:5]3[C:10]([C:11]=2[CH3:12])=[C:9]([CH:13]2[CH2:15][CH2:14]2)[CH:8]=[C:7]([C:16]([O:18][CH2:19][CH3:20])=[O:17])[C:6]3=[O:21])=[CH:32][CH:33]=1. (4) Given the reactants Br[C:2]1[CH:3]=[CH:4][C:5]2[C:14]3[CH2:13][CH2:12][N:11]([C:15]([O:17][C:18]([CH3:21])([CH3:20])[CH3:19])=[O:16])[CH2:10][CH2:9][C:8]=3[N:7]([CH3:22])[C:6]=2[N:23]=1.[F:24][C:25]([F:40])([F:39])[C:26]1[N:31]=[N:30][C:29]([C:32]2[CH:37]=[CH:36][NH:35][C:34](=[O:38])[CH:33]=2)=[CH:28][CH:27]=1.C([O-])([O-])=O.[Cs+].[Cs+].OC1C=CC=C2C=1N=CC=C2, predict the reaction product. The product is: [CH3:22][N:7]1[C:8]2[CH2:9][CH2:10][N:11]([C:15]([O:17][C:18]([CH3:21])([CH3:20])[CH3:19])=[O:16])[CH2:12][CH2:13][C:14]=2[C:5]2[CH:4]=[CH:3][C:2]([N:35]3[CH:36]=[CH:37][C:32]([C:29]4[N:30]=[N:31][C:26]([C:25]([F:39])([F:24])[F:40])=[CH:27][CH:28]=4)=[CH:33][C:34]3=[O:38])=[N:23][C:6]1=2. (5) The product is: [CH2:1]([N:3]([CH2:18][CH3:19])[C:4](=[O:17])[C:5]1[CH:10]=[CH:9][C:8]([CH:32]=[CH2:33])=[CH:7][C:6]=1[O:12][C:13]([F:16])([F:15])[F:14])[CH3:2]. Given the reactants [CH2:1]([N:3]([CH2:18][CH3:19])[C:4](=[O:17])[C:5]1[CH:10]=[CH:9][C:8](Br)=[CH:7][C:6]=1[O:12][C:13]([F:16])([F:15])[F:14])[CH3:2].C(=O)([O-])[O-].[K+].[K+].B1(C=C)OB([CH:32]=[CH2:33])OB(C=C)O1.C1C=CN=CC=1.O, predict the reaction product. (6) Given the reactants [CH3:1][O:2][C:3]([CH2:5][C:6](=O)[CH:7]([O:9][C:10](=O)[C:11]1[CH:16]=[CH:15][C:14]([Cl:17])=[N:13][CH:12]=1)[CH3:8])=[O:4].C([O-])(=O)C.[NH4+:24], predict the reaction product. The product is: [CH3:1][O:2][C:3](=[O:4])[CH2:5][C:6]1[N:24]=[C:10]([C:11]2[CH:12]=[N:13][C:14]([Cl:17])=[CH:15][CH:16]=2)[O:9][C:7]=1[CH3:8].